Dataset: Forward reaction prediction with 1.9M reactions from USPTO patents (1976-2016). Task: Predict the product of the given reaction. (1) The product is: [I:1][C:2]1[CH:10]=[CH:9][C:5]([C:6]([Cl:14])=[O:7])=[CH:4][CH:3]=1. Given the reactants [I:1][C:2]1[CH:10]=[CH:9][C:5]([C:6](O)=[O:7])=[CH:4][CH:3]=1.C(Cl)(=O)C([Cl:14])=O, predict the reaction product. (2) Given the reactants [Cl:1][C:2]1[CH:7]=[C:6]([C:8]#[N:9])[N:5]=[C:4]([C:10]([OH:12])=O)[CH:3]=1.C(OC([N:20]1[CH2:25][CH2:24][O:23][C@@H:22]([C:26]2[CH:31]=[CH:30][C:29]([NH2:32])=[C:28]([F:33])[CH:27]=2)[CH2:21]1)=O)(C)(C)C, predict the reaction product. The product is: [ClH:1].[Cl:1][C:2]1[CH:7]=[C:6]([C:8]#[N:9])[N:5]=[C:4]([C:10]([NH:32][C:29]2[CH:30]=[CH:31][C:26]([C@@H:22]3[O:23][CH2:24][CH2:25][NH:20][CH2:21]3)=[CH:27][C:28]=2[F:33])=[O:12])[CH:3]=1. (3) Given the reactants [CH3:1][C:2]1[C:3]([NH:8][C:9](=O)OC(C)(C)C)=[N:4][CH:5]=[CH:6][CH:7]=1.[Li].C1CCCCC1.CON(C)C(=O)[C:27]([F:30])([F:29])[F:28].Cl, predict the reaction product. The product is: [F:28][C:27]([F:30])([F:29])[C:9]1[NH:8][C:3]2=[N:4][CH:5]=[CH:6][CH:7]=[C:2]2[CH:1]=1.